Dataset: Full USPTO retrosynthesis dataset with 1.9M reactions from patents (1976-2016). Task: Predict the reactants needed to synthesize the given product. (1) Given the product [F:1][C:2]1[CH:10]=[C:9]2[C:5]([C:6]([C:20]3[CH:21]=[N:22][N:23]([CH2:25][CH:26]4[CH2:31][CH2:30][N:29]([C:35](=[O:36])[CH2:34][CH2:33][C:32]([O:39][CH3:40])=[O:38])[CH2:28][CH2:27]4)[CH:24]=3)=[CH:7][N:8]2[S:11]([C:14]2[CH:15]=[CH:16][CH:17]=[CH:18][CH:19]=2)(=[O:12])=[O:13])=[CH:4][CH:3]=1, predict the reactants needed to synthesize it. The reactants are: [F:1][C:2]1[CH:10]=[C:9]2[C:5]([C:6]([C:20]3[CH:21]=[N:22][N:23]([CH2:25][CH:26]4[CH2:31][CH2:30][NH:29][CH2:28][CH2:27]4)[CH:24]=3)=[CH:7][N:8]2[S:11]([C:14]2[CH:19]=[CH:18][CH:17]=[CH:16][CH:15]=2)(=[O:13])=[O:12])=[CH:4][CH:3]=1.[C:32]([O:39][CH3:40])(=[O:38])[CH2:33][CH2:34][C:35]([O-])=[O:36]. (2) Given the product [C:24]([C:23]1[CH:26]=[CH:27][C:20]([CH2:19][CH:4]([C:5]([O:7][CH2:8][CH:9]=[CH2:10])=[O:6])[C:3]([O:12][CH2:13][CH:14]=[CH2:15])=[O:11])=[CH:21][CH:22]=1)#[N:25], predict the reactants needed to synthesize it. The reactants are: [H-].[Na+].[C:3]([O:12][CH2:13][CH:14]=[CH2:15])(=[O:11])[CH2:4][C:5]([O:7][CH2:8][CH:9]=[CH2:10])=[O:6].[H][H].Cl[CH2:19][C:20]1[CH:27]=[CH:26][C:23]([C:24]#[N:25])=[CH:22][CH:21]=1.Cl. (3) The reactants are: [CH3:1][C:2]([O:5][C:6]([N:8]([C:26]([O:28][C:29]([CH3:32])([CH3:31])[CH3:30])=[O:27])[N:9]([C:17]1[C:22]([F:23])=[C:21](Cl)[N:20]=[C:19]([Cl:25])[N:18]=1)[C:10]([O:12][C:13]([CH3:16])([CH3:15])[CH3:14])=[O:11])=[O:7])([CH3:4])[CH3:3].C(N(CC)CC)C.[O:40]1[CH:44]=[CH:43][CH:42]=[C:41]1[CH2:45][NH:46][CH3:47]. Given the product [CH3:31][C:29]([O:28][C:26]([N:8]([C:6]([O:5][C:2]([CH3:4])([CH3:1])[CH3:3])=[O:7])[N:9]([C:17]1[C:22]([F:23])=[C:21]([N:46]([CH2:45][C:41]2[O:40][CH:44]=[CH:43][CH:42]=2)[CH3:47])[N:20]=[C:19]([Cl:25])[N:18]=1)[C:10]([O:12][C:13]([CH3:15])([CH3:14])[CH3:16])=[O:11])=[O:27])([CH3:32])[CH3:30], predict the reactants needed to synthesize it. (4) Given the product [NH2:1][C:2]1[N:7]=[CH:6][N:5]=[C:4]2[N:8]([CH:29]3[CH2:34][CH2:33][C:32]4([O:36][C@H:37]([CH3:47])[C@@H:38]([CH3:39])[O:35]4)[CH2:31][CH2:30]3)[N:9]=[C:10]([C:11]3[CH:16]=[CH:15][C:14]([NH:17][C:18]4[O:19][C:20]5[C:26]([CH3:27])=[CH:25][C:24]([CH3:28])=[CH:23][C:21]=5[N:22]=4)=[CH:13][CH:12]=3)[C:3]=12, predict the reactants needed to synthesize it. The reactants are: [NH2:1][C:2]1[N:7]=[CH:6][N:5]=[C:4]2[N:8]([CH:29]3[CH2:34][CH2:33][C:32](=[O:35])[CH2:31][CH2:30]3)[N:9]=[C:10]([C:11]3[CH:16]=[CH:15][C:14]([NH:17][C:18]4[O:19][C:20]5[C:26]([CH3:27])=[CH:25][C:24]([CH3:28])=[CH:23][C:21]=5[N:22]=4)=[CH:13][CH:12]=3)[C:3]=12.[OH2:36].[C:37]1([CH3:47])C=CC(S(O)(=O)=O)=[CH:39][CH:38]=1.O. (5) Given the product [F:16][C:13]([F:14])([F:15])[CH2:12][N:9]1[CH2:10][CH2:11][N:6]2[N:5]=[C:4]([NH2:1])[CH:17]=[C:7]2[CH2:8]1, predict the reactants needed to synthesize it. The reactants are: [N+:1]([C:4]1[CH:17]=[C:7]2[CH2:8][N:9]([CH2:12][C:13]([F:16])([F:15])[F:14])[CH2:10][CH2:11][N:6]2[N:5]=1)([O-])=O.[H][H]. (6) Given the product [OH:21][CH2:20][CH2:19][CH2:18][CH2:17][NH:16][C:2](=[O:3])[CH:4]([C:6]1[CH:15]=[CH:14][C:9]([CH2:10][CH:11]([CH3:13])[CH3:12])=[CH:8][CH:7]=1)[CH3:5], predict the reactants needed to synthesize it. The reactants are: O[C:2]([CH:4]([C:6]1[CH:15]=[CH:14][C:9]([CH2:10][CH:11]([CH3:13])[CH3:12])=[CH:8][CH:7]=1)[CH3:5])=[O:3].[NH2:16][CH2:17][CH2:18][CH2:19][CH2:20][OH:21].F[P-](F)(F)(F)(F)F.N1(OC(N(C)C)=[N+](C)C)C2C=CC=CC=2N=N1.C(N(CC)C(C)C)(C)C. (7) The reactants are: [Cl:1][C:2]1[CH:3]=[C:4]([NH:9][C:10](=[O:18])OC2C=CC=CC=2)[CH:5]=[CH:6][C:7]=1[F:8].ClC1N=C(NC(N2CCN3N=CC(C4C=CC(F)=CC=4)=C3C2)=O)C=CC=1F.[F:46][C:47]1[CH:52]=[CH:51][C:50]([C:53]2[CH:54]=[N:55][N:56]3[CH:61]([CH3:62])[CH2:60][NH:59][CH2:58][C:57]=23)=[CH:49][CH:48]=1.FC1C=CC(C2C=NN3CCNCC=23)=CC=1. Given the product [Cl:1][C:2]1[CH:3]=[C:4]([NH:9][C:10]([N:59]2[CH2:60][CH:61]([CH3:62])[N:56]3[N:55]=[CH:54][C:53]([C:50]4[CH:51]=[CH:52][C:47]([F:46])=[CH:48][CH:49]=4)=[C:57]3[CH2:58]2)=[O:18])[CH:5]=[CH:6][C:7]=1[F:8], predict the reactants needed to synthesize it.